The task is: Regression. Given two drug SMILES strings and cell line genomic features, predict the synergy score measuring deviation from expected non-interaction effect.. This data is from NCI-60 drug combinations with 297,098 pairs across 59 cell lines. (1) Drug 2: C1=CN(C=N1)CC(O)(P(=O)(O)O)P(=O)(O)O. Drug 1: CC12CCC(CC1=CCC3C2CCC4(C3CC=C4C5=CN=CC=C5)C)O. Cell line: DU-145. Synergy scores: CSS=-0.625, Synergy_ZIP=-0.0793, Synergy_Bliss=0.450, Synergy_Loewe=-0.987, Synergy_HSA=-0.763. (2) Cell line: CCRF-CEM. Synergy scores: CSS=5.60, Synergy_ZIP=-4.75, Synergy_Bliss=0.438, Synergy_Loewe=-1.57, Synergy_HSA=-2.07. Drug 1: C1CC(C1)(C(=O)O)C(=O)O.[NH2-].[NH2-].[Pt+2]. Drug 2: CN1C2=C(C=C(C=C2)N(CCCl)CCCl)N=C1CCCC(=O)O.Cl. (3) Drug 1: C1CCC(CC1)NC(=O)N(CCCl)N=O. Drug 2: CN(C)C1=NC(=NC(=N1)N(C)C)N(C)C. Cell line: OVCAR-8. Synergy scores: CSS=8.33, Synergy_ZIP=-1.47, Synergy_Bliss=5.75, Synergy_Loewe=-4.03, Synergy_HSA=0.923. (4) Drug 1: CN1C(=O)N2C=NC(=C2N=N1)C(=O)N. Drug 2: CC1CCCC2(C(O2)CC(NC(=O)CC(C(C(=O)C(C1O)C)(C)C)O)C(=CC3=CSC(=N3)C)C)C. Cell line: A498. Synergy scores: CSS=33.9, Synergy_ZIP=1.78, Synergy_Bliss=1.09, Synergy_Loewe=-27.6, Synergy_HSA=-0.503. (5) Drug 1: CNC(=O)C1=CC=CC=C1SC2=CC3=C(C=C2)C(=NN3)C=CC4=CC=CC=N4. Drug 2: C1C(C(OC1N2C=NC3=C2NC=NCC3O)CO)O. Cell line: SF-539. Synergy scores: CSS=11.7, Synergy_ZIP=-6.77, Synergy_Bliss=-3.88, Synergy_Loewe=-4.34, Synergy_HSA=-2.44.